This data is from Forward reaction prediction with 1.9M reactions from USPTO patents (1976-2016). The task is: Predict the product of the given reaction. (1) Given the reactants [Cl:1][C:2]1[CH:7]=[CH:6][C:5]([OH:8])=[C:4]([C:9]2[CH:14]=[CH:13][N:12]=[C:11]([O:15][CH:16]3[CH2:19][CH2:18][CH2:17]3)[CH:10]=2)[CH:3]=1.C(=O)([O-])[O-].[K+].[K+].[C:26]([C:28]1[CH:29]=[C:30]([S:35]([N:38]([CH2:44][C:45]2[CH:50]=[CH:49][C:48]([O:51][CH3:52])=[CH:47][C:46]=2[O:53][CH3:54])[C:39]2[S:43][N:42]=[CH:41][N:40]=2)(=[O:37])=[O:36])[CH:31]=[CH:32][C:33]=1F)#[N:27], predict the reaction product. The product is: [Cl:1][C:2]1[CH:7]=[CH:6][C:5]([O:8][C:33]2[CH:32]=[CH:31][C:30]([S:35]([N:38]([CH2:44][C:45]3[CH:50]=[CH:49][C:48]([O:51][CH3:52])=[CH:47][C:46]=3[O:53][CH3:54])[C:39]3[S:43][N:42]=[CH:41][N:40]=3)(=[O:37])=[O:36])=[CH:29][C:28]=2[C:26]#[N:27])=[C:4]([C:9]2[CH:14]=[CH:13][N:12]=[C:11]([O:15][CH:16]3[CH2:19][CH2:18][CH2:17]3)[CH:10]=2)[CH:3]=1. (2) The product is: [CH3:34][O:33][C:31](=[O:32])[C:28]1[CH:29]=[CH:30][C:25]([C:7]2[NH:6][C:14]3[C:9]([CH:8]=2)=[CH:10][C:11]([C:15]2[N:16]([CH3:24])[N:17]=[C:18]([C:20]([F:23])([F:22])[F:21])[CH:19]=2)=[CH:12][CH:13]=3)=[C:26]([CH3:35])[CH:27]=1. Given the reactants C(OC([N:6]1[C:14]2[C:9](=[CH:10][C:11]([C:15]3[N:16]([CH3:24])[N:17]=[C:18]([C:20]([F:23])([F:22])[F:21])[CH:19]=3)=[CH:12][CH:13]=2)[CH:8]=[C:7]1[C:25]1[CH:30]=[CH:29][C:28]([C:31]([O:33][CH3:34])=[O:32])=[CH:27][C:26]=1[CH3:35])=O)C.[OH-].[Na+], predict the reaction product. (3) Given the reactants [NH2:1][C:2]([CH3:6])([CH3:5])[CH2:3][OH:4].[CH2:7]1[O:9][CH2:8]1, predict the reaction product. The product is: [OH:9][CH2:8][CH2:7][NH:1][C:2]([CH3:6])([CH3:5])[CH2:3][OH:4].